This data is from Forward reaction prediction with 1.9M reactions from USPTO patents (1976-2016). The task is: Predict the product of the given reaction. (1) Given the reactants [Cl:1][C:2]1[CH:7]=[CH:6][C:5]([C:8]2[C:12]([CH2:13][O:14][C:15]3[CH:23]=[CH:22][C:18]([C:19]([OH:21])=O)=[CH:17][N:16]=3)=[CH:11][O:10][N:9]=2)=[CH:4][CH:3]=1.[NH2:24][C:25]([CH3:29])([CH3:28])[CH2:26][OH:27], predict the reaction product. The product is: [Cl:1][C:2]1[CH:3]=[CH:4][C:5]([C:8]2[C:12]([CH2:13][O:14][C:15]3[CH:23]=[CH:22][C:18]([C:19]([NH:24][C:25]([CH3:29])([CH3:28])[CH2:26][OH:27])=[O:21])=[CH:17][N:16]=3)=[CH:11][O:10][N:9]=2)=[CH:6][CH:7]=1. (2) Given the reactants C([O:3][C:4](=[O:21])[CH2:5][CH2:6][C:7]([C:9]1[CH:10]=[C:11]([C:15]2[CH:20]=[CH:19][CH:18]=[CH:17][CH:16]=2)[CH:12]=[CH:13][CH:14]=1)=[O:8])C.O[Li].O, predict the reaction product. The product is: [C:11]1([C:15]2[CH:16]=[CH:17][CH:18]=[CH:19][CH:20]=2)[CH:12]=[CH:13][CH:14]=[C:9]([C:7](=[O:8])[CH2:6][CH2:5][C:4]([OH:21])=[O:3])[CH:10]=1. (3) Given the reactants [Cl:1][C:2]1[CH:10]=[CH:9][C:5]([C:6](Cl)=[O:7])=[CH:4][N:3]=1.[CH3:11][C:12]1[C:18]([CH3:19])=[CH:17][C:15]([NH2:16])=[C:14]([N+:20]([O-:22])=[O:21])[CH:13]=1, predict the reaction product. The product is: [Cl:1][C:2]1[N:3]=[CH:4][C:5]([C:6]([NH:16][C:15]2[CH:17]=[C:18]([CH3:19])[C:12]([CH3:11])=[CH:13][C:14]=2[N+:20]([O-:22])=[O:21])=[O:7])=[CH:9][CH:10]=1. (4) Given the reactants [Br:1][C:2]1[CH:7]=[CH:6][N:5]2[CH:8]=[C:9]([CH2:11]Cl)[N:10]=[C:4]2[CH:3]=1.[NH3:13], predict the reaction product. The product is: [Br:1][C:2]1[CH:7]=[CH:6][N:5]2[CH:8]=[C:9]([CH2:11][NH2:13])[N:10]=[C:4]2[CH:3]=1. (5) Given the reactants [Cl:1][C:2]1[CH:3]=[C:4]([C:8]2[N:13]=[C:12]([CH2:14][C:15]3[CH:20]=[CH:19][C:18]([CH2:21][C:22](OC)=[O:23])=[CH:17][CH:16]=3)[CH:11]=[C:10]([CH2:26][CH3:27])[N:9]=2)[CH:5]=[CH:6][CH:7]=1.[H-].[H-].[H-].[H-].[Li+].[Al+3], predict the reaction product. The product is: [Cl:1][C:2]1[CH:3]=[C:4]([C:8]2[N:13]=[C:12]([CH2:14][C:15]3[CH:16]=[CH:17][C:18]([CH2:21][CH2:22][OH:23])=[CH:19][CH:20]=3)[CH:11]=[C:10]([CH2:26][CH3:27])[N:9]=2)[CH:5]=[CH:6][CH:7]=1.